Dataset: Catalyst prediction with 721,799 reactions and 888 catalyst types from USPTO. Task: Predict which catalyst facilitates the given reaction. (1) Reactant: [Cl:1][C:2]1[CH:3]=[C:4]([N:10]2[CH:22]([CH:23]3[CH2:27][CH2:26][CH2:25][CH2:24]3)[CH:21]3[C:12]([C:13]4[CH:14]=[CH:15][C:16]([C:28](O)=[O:29])=[N:17][C:18]=4[CH2:19][CH2:20]3)=[N:11]2)[CH:5]=[CH:6][C:7]=1[C:8]#[N:9].FC(F)(F)C(O)=O.[CH3:38][S:39]([CH2:42][CH2:43][NH2:44])(=[O:41])=[O:40].CCN(C(C)C)C(C)C.CN(C(ON1N=NC2C=CC=NC1=2)=[N+](C)C)C.F[P-](F)(F)(F)(F)F.C(N(CC)CC)C. Product: [Cl:1][C:2]1[CH:3]=[C:4]([N:10]2[CH:22]([CH:23]3[CH2:27][CH2:26][CH2:25][CH2:24]3)[CH:21]3[C:12]([C:13]4[CH:14]=[CH:15][C:16]([C:28]([NH:44][CH2:43][CH2:42][S:39]([CH3:38])(=[O:41])=[O:40])=[O:29])=[N:17][C:18]=4[CH2:19][CH2:20]3)=[N:11]2)[CH:5]=[CH:6][C:7]=1[C:8]#[N:9]. The catalyst class is: 139. (2) Reactant: Br[C:2]1[CH:7]=[CH:6][C:5]([CH:8]([N:12]2[CH2:26][CH2:25][C:15]3([O:20][CH2:19][C:18](=[O:21])[N:17]([CH:22]4[CH2:24][CH2:23]4)[CH2:16]3)[CH2:14][CH2:13]2)[C:9]([NH2:11])=[O:10])=[C:4]([F:27])[CH:3]=1.B1(B2OC(C)(C)C(C)(C)O2)OC(C)(C)C(C)(C)O1.C([O-])(=O)C.[K+].Br[C:52]1[CH:61]=[C:60]2[C:55]([CH:56]=[CH:57][C:58]([CH3:62])=[N:59]2)=[CH:54][CH:53]=1.C(=O)([O-])[O-].[K+].[K+]. Product: [CH:22]1([N:17]2[CH2:16][C:15]3([CH2:25][CH2:26][N:12]([CH:8]([C:5]4[CH:6]=[CH:7][C:2]([C:52]5[CH:61]=[C:60]6[C:55]([CH:56]=[CH:57][C:58]([CH3:62])=[N:59]6)=[CH:54][CH:53]=5)=[CH:3][C:4]=4[F:27])[C:9]([NH2:11])=[O:10])[CH2:13][CH2:14]3)[O:20][CH2:19][C:18]2=[O:21])[CH2:24][CH2:23]1. The catalyst class is: 368. (3) Reactant: [F:1][C:2]1[CH:7]=[CH:6][C:5]([C:8]2[N:9]=[C:10]3[CH:15]=[C:14]([CH:16]([OH:21])[CH2:17][N:18]([CH3:20])[CH3:19])[CH:13]=[CH:12][N:11]3[C:22]=2[C:23]2[CH:28]=[CH:27][N:26]=[C:25](SC)[N:24]=2)=[CH:4][CH:3]=1.CO.O[O:34][S:35]([O-:37])=O.[K+].[CH3:39]C(C)=O. Product: [F:1][C:2]1[CH:3]=[CH:4][C:5]([C:8]2[N:9]=[C:10]3[CH:15]=[C:14]([CH:16]([OH:21])[CH2:17][N:18]([CH3:20])[CH3:19])[CH:13]=[CH:12][N:11]3[C:22]=2[C:23]2[CH:28]=[CH:27][N:26]=[C:25]([S:35]([CH3:39])(=[O:37])=[O:34])[N:24]=2)=[CH:6][CH:7]=1. The catalyst class is: 6. (4) Reactant: [H-].[Na+].[Cl:3][C:4]1[CH:5]=[C:6]([CH2:25][C:26]([O:28][CH2:29][CH3:30])=[O:27])[CH:7]=[C:8]([C:15]2[CH:20]=[CH:19][C:18]([C:21]([F:24])([F:23])[F:22])=[CH:17][CH:16]=2)[C:9]=1[O:10][CH2:11][CH:12]1[CH2:14][CH2:13]1.[F:31][C:32]([F:36])([F:35])[CH2:33]I.Cl. Product: [Cl:3][C:4]1[CH:5]=[C:6]([CH:25]([CH2:33][C:32]([F:36])([F:35])[F:31])[C:26]([O:28][CH2:29][CH3:30])=[O:27])[CH:7]=[C:8]([C:15]2[CH:16]=[CH:17][C:18]([C:21]([F:24])([F:22])[F:23])=[CH:19][CH:20]=2)[C:9]=1[O:10][CH2:11][CH:12]1[CH2:13][CH2:14]1. The catalyst class is: 18. (5) Reactant: C[O:2][C:3]1[CH:10]=[CH:9][C:8]([C:11]2[CH:16]=[CH:15][N:14]=[CH:13][CH:12]=2)=[CH:7][C:4]=1[CH:5]=[O:6].B(Br)(Br)Br. Product: [OH:2][C:3]1[CH:10]=[CH:9][C:8]([C:11]2[CH:12]=[CH:13][N:14]=[CH:15][CH:16]=2)=[CH:7][C:4]=1[CH:5]=[O:6]. The catalyst class is: 2. (6) Reactant: Br[C:2]1[S:6][C:5]([NH2:7])=[N:4][CH:3]=1.[CH3:8][O:9][C:10]1[CH:15]=[CH:14][C:13]([SH:16])=[CH:12][CH:11]=1.C([O-])([O-])=O.[K+].[K+]. Product: [CH3:8][O:9][C:10]1[CH:15]=[CH:14][C:13]([S:16][C:2]2[S:6][C:5]([NH2:7])=[N:4][CH:3]=2)=[CH:12][CH:11]=1. The catalyst class is: 3. (7) Reactant: [Br:1][C:2]1[C:3](F)=[C:4]2[C:10]([NH:11][C:12](=[O:16])[C@@H:13]([OH:15])[CH3:14])=[CH:9][NH:8][C:5]2=[N:6][CH:7]=1.[NH:18]1[CH2:22][CH2:21][C@@H:20]([NH:23][C:24](=[O:30])[O:25][C:26]([CH3:29])([CH3:28])[CH3:27])[CH2:19]1.CCN(C(C)C)C(C)C.CC#N.O. Product: [Br:1][C:2]1[C:3]([N:18]2[CH2:22][CH2:21][C@@H:20]([NH:23][C:24](=[O:30])[O:25][C:26]([CH3:28])([CH3:27])[CH3:29])[CH2:19]2)=[C:4]2[C:10]([NH:11][C:12](=[O:16])[C@@H:13]([OH:15])[CH3:14])=[CH:9][NH:8][C:5]2=[N:6][CH:7]=1. The catalyst class is: 114. (8) Product: [CH:1]([N:14]1[CH2:17][CH:16]([N:18]2[C:26]3[C:21](=[CH:22][CH:23]=[C:24]([F:27])[CH:25]=3)[C:20]([C:28]3[N:29]=[C:30]4[C:36]([C:37]([OH:49])=[O:38])=[CH:35][N:34]([CH2:39][O:40][CH2:41][CH2:42][Si:43]([CH3:46])([CH3:45])[CH3:44])[C:31]4=[N:32][CH:33]=3)=[N:19]2)[CH2:15]1)([C:8]1[CH:13]=[CH:12][CH:11]=[CH:10][CH:9]=1)[C:2]1[CH:7]=[CH:6][CH:5]=[CH:4][CH:3]=1. The catalyst class is: 38. Reactant: [CH:1]([N:14]1[CH2:17][CH:16]([N:18]2[C:26]3[C:21](=[CH:22][CH:23]=[C:24]([F:27])[CH:25]=3)[C:20]([C:28]3[N:29]=[C:30]4[C:36]([CH:37]=[O:38])=[CH:35][N:34]([CH2:39][O:40][CH2:41][CH2:42][Si:43]([CH3:46])([CH3:45])[CH3:44])[C:31]4=[N:32][CH:33]=3)=[N:19]2)[CH2:15]1)([C:8]1[CH:13]=[CH:12][CH:11]=[CH:10][CH:9]=1)[C:2]1[CH:7]=[CH:6][CH:5]=[CH:4][CH:3]=1.S(=O)(=O)([OH:49])N.[O-]Cl=O.[Na+].OP([O-])(O)=O.[K+]. (9) Reactant: [C:1]([O:5][C:6]([NH:8][C@H:9]([C:13]1[CH:14]=[C:15](B(O)O)[CH:16]=[CH:17][CH:18]=1)[CH2:10][CH:11]=[CH2:12])=[O:7])([CH3:4])([CH3:3])[CH3:2].Br[C:23]1[C:28]([NH2:29])=[CH:27][CH:26]=[CH:25][N:24]=1.C([O-])([O-])=O.[Na+].[Na+]. Product: [NH2:29][C:28]1[C:23]([C:15]2[CH:14]=[C:13]([C@@H:9]([NH:8][C:6](=[O:7])[O:5][C:1]([CH3:4])([CH3:3])[CH3:2])[CH2:10][CH:11]=[CH2:12])[CH:18]=[CH:17][CH:16]=2)=[N:24][CH:25]=[CH:26][CH:27]=1. The catalyst class is: 203.